From a dataset of Tox21: 12 toxicity assays (nuclear receptors and stress response pathways). Binary classification across 12 toxicity assays. (1) The molecule is CCCOC(=O)c1cc(O)c(O)c(O)c1. It tested positive (active) for: NR-AhR (Aryl hydrocarbon Receptor agonist activity), NR-ER (Estrogen Receptor agonist activity), NR-ER-LBD (Estrogen Receptor Ligand Binding Domain agonist), SR-ARE (Antioxidant Response Element (oxidative stress)), and SR-MMP (Mitochondrial Membrane Potential disruption). (2) The molecule is CC(CCC(=O)O)(c1ccc(O)cc1)c1ccc(O)cc1. It tested positive (active) for: NR-ER (Estrogen Receptor agonist activity). (3) The drug is O=C1CCCC=CCCCCCCCCCC1. It tested positive (active) for: NR-PPAR-gamma (PPAR-gamma nuclear receptor agonist), and SR-MMP (Mitochondrial Membrane Potential disruption). (4) The molecule is c1csc(-c2ccc(-c3cccs3)s2)c1. It tested positive (active) for: NR-AR (Androgen Receptor agonist activity), NR-AR-LBD (Androgen Receptor Ligand Binding Domain agonist), NR-AhR (Aryl hydrocarbon Receptor agonist activity), NR-ER (Estrogen Receptor agonist activity), NR-PPAR-gamma (PPAR-gamma nuclear receptor agonist), SR-ARE (Antioxidant Response Element (oxidative stress)), SR-ATAD5 (ATAD5 genotoxicity (DNA damage)), SR-HSE (Heat Shock Element response), and SR-p53 (p53 tumor suppressor activation).